This data is from Catalyst prediction with 721,799 reactions and 888 catalyst types from USPTO. The task is: Predict which catalyst facilitates the given reaction. (1) Reactant: [C:1]([C:5]1[N:10]=[C:9]([N:11]2[CH2:16][CH2:15][N:14]([CH2:17][CH2:18][CH2:19][CH2:20][NH2:21])[CH2:13][CH2:12]2)[CH:8]=[C:7]([C:22]([F:25])([F:24])[F:23])[N:6]=1)([CH3:4])([CH3:3])[CH3:2].C1N=CN([C:31]([N:33]2[CH:37]=N[CH:35]=[CH:34]2)=[O:32])C=1.[CH3:38][C:39]1[CH:47]=[CH:46][C:45]2[NH:44][C:43]3CCNC[C:42]=3[C:41]=2[CH:40]=1. Product: [C:1]([C:5]1[N:10]=[C:9]([N:11]2[CH2:16][CH2:15][N:14]([CH2:17][CH2:18][CH2:19][CH2:20][NH:21][C:31]([N:33]3[CH2:34][CH2:35][C:43]4[NH:44][C:45]5[CH:46]=[CH:47][C:39]([CH3:38])=[CH:40][C:41]=5[C:42]=4[CH2:37]3)=[O:32])[CH2:13][CH2:12]2)[CH:8]=[C:7]([C:22]([F:24])([F:25])[F:23])[N:6]=1)([CH3:4])([CH3:2])[CH3:3]. The catalyst class is: 147. (2) Reactant: [C:1]1([C:7]2[CH:15]=[CH:14][CH:13]=[C:12]3[C:8]=2[C:9]([NH2:16])=[N:10][NH:11]3)[CH:6]=[CH:5][CH:4]=[CH:3][CH:2]=1.CC1(C)OC(=O)[CH:21]([C:25]([CH:27]2[CH2:32][CH2:31][N:30]([C:33]([O:35][C:36]([CH3:39])([CH3:38])[CH3:37])=[O:34])[CH2:29][CH2:28]2)=O)[C:20](=O)[O:19]1.P([O-])([O-])([O-])=O.[K+].[K+].[K+]. Product: [O:19]=[C:20]1[CH:21]=[C:25]([CH:27]2[CH2:32][CH2:31][N:30]([C:33]([O:35][C:36]([CH3:39])([CH3:38])[CH3:37])=[O:34])[CH2:29][CH2:28]2)[N:10]2[N:11]=[C:12]3[C:8]([C:7]([C:1]4[CH:2]=[CH:3][CH:4]=[CH:5][CH:6]=4)=[CH:15][CH:14]=[CH:13]3)=[C:9]2[NH:16]1. The catalyst class is: 10. (3) Reactant: [CH3:1][C:2]1[NH:6][CH:5]=[C:4]([S:7][CH2:8][C:9]([O:11]CC)=[O:10])[C:3]=1[C:14]1[C:23]2[C:18](=[CH:19][CH:20]=[CH:21][CH:22]=2)[CH:17]=[CH:16][CH:15]=1.[OH-].[Na+]. Product: [CH3:1][C:2]1[NH:6][CH:5]=[C:4]([S:7][CH2:8][C:9]([OH:11])=[O:10])[C:3]=1[C:14]1[C:23]2[C:18](=[CH:19][CH:20]=[CH:21][CH:22]=2)[CH:17]=[CH:16][CH:15]=1. The catalyst class is: 5. (4) Reactant: [N:1]1[CH:6]=[CH:5][C:4]([C:7]2[CH:22]=[C:10]3[N:11]=[CH:12][CH:13]=[C:14]([C:15]4[CH:16]=[C:17]([CH:19]=[CH:20][CH:21]=4)[NH2:18])[N:9]3[N:8]=2)=[CH:3][CH:2]=1.[F:23][CH:24]([F:34])[C:25]1[CH:26]=[C:27]([CH:31]=[CH:32][CH:33]=1)[C:28](Cl)=[O:29].C(N(CC)CC)C. Product: [F:23][CH:24]([F:34])[C:25]1[CH:26]=[C:27]([CH:31]=[CH:32][CH:33]=1)[C:28]([NH:18][C:17]1[CH:19]=[CH:20][CH:21]=[C:15]([C:14]2[N:9]3[N:8]=[C:7]([C:4]4[CH:3]=[CH:2][N:1]=[CH:6][CH:5]=4)[CH:22]=[C:10]3[N:11]=[CH:12][CH:13]=2)[CH:16]=1)=[O:29]. The catalyst class is: 37. (5) Reactant: [Cl:1][C:2]1[CH:3]=[CH:4][C:5]([CH2:8][CH2:9][N:10]2[CH2:15][CH2:14][N:13]([C:16]3[CH:21]=[CH:20][C:19]4[C:22]5[CH2:23][NH:24][CH2:25][CH2:26][CH2:27][C:28]=5[O:29][C:18]=4[CH:17]=3)[C:12](=[O:30])[CH2:11]2)=[N:6][CH:7]=1.Cl.CCOCC. Product: [ClH:1].[Cl:1][C:2]1[CH:3]=[CH:4][C:5]([CH2:8][CH2:9][N:10]2[CH2:15][CH2:14][N:13]([C:16]3[CH:21]=[CH:20][C:19]4[C:22]5[CH2:23][NH:24][CH2:25][CH2:26][CH2:27][C:28]=5[O:29][C:18]=4[CH:17]=3)[C:12](=[O:30])[CH2:11]2)=[N:6][CH:7]=1. The catalyst class is: 5. (6) The catalyst class is: 13. Product: [NH:46]1[C:45]2[CH:56]=[CH:57][C:42]([NH:41][C:20](=[O:22])[C@@H:19]([NH:18][C:16]([C@H:13]3[CH2:14][CH2:15][C@H:10]([CH2:9][NH:8][C:6]([O:5][C:1]([CH3:4])([CH3:3])[CH3:2])=[O:7])[CH2:11][CH2:12]3)=[O:17])[CH2:23][C:24]3[CH:25]=[CH:26][C:27]([C:30]4[CH:35]=[CH:34][C:33]([C:36]([O:38][CH3:39])=[O:37])=[CH:32][C:31]=4[CH3:40])=[CH:28][CH:29]=3)=[CH:43][C:44]=2[N:48]=[N:47]1. Reactant: [C:1]([O:5][C:6]([NH:8][CH2:9][C@H:10]1[CH2:15][CH2:14][C@H:13]([C:16]([NH:18][C@@H:19]([CH2:23][C:24]2[CH:29]=[CH:28][C:27]([C:30]3[CH:35]=[CH:34][C:33]([C:36]([O:38][CH3:39])=[O:37])=[CH:32][C:31]=3[CH3:40])=[CH:26][CH:25]=2)[C:20]([OH:22])=O)=[O:17])[CH2:12][CH2:11]1)=[O:7])([CH3:4])([CH3:3])[CH3:2].[NH2:41][C:42]1[CH:57]=[CH:56][C:45]2[N:46](C(OC(C)(C)C)=O)[N:47]=[N:48][C:44]=2[CH:43]=1.NC1C=CC2N=NN(C(OC(C)(C)C)=O)C=2C=1.C(N(CC)C(C)C)(C)C.C(P1(=O)OP(=O)(CCC)OP(=O)(CCC)O1)CC.